This data is from Reaction yield outcomes from USPTO patents with 853,638 reactions. The task is: Predict the reaction yield, written as a fraction of the theoretical maximum amount of product (1.0 means a 100% yield; for example, 0.34 means a 34% yield). The reactants are [NH3:1].Br[CH2:3][C:4]1[CH:5]=[C:6]([CH:10]=[CH:11][C:12]=1[N+:13]([O-:15])=[O:14])[C:7]([OH:9])=[O:8]. The catalyst is C(O)C. The product is [NH2:1][CH2:3][C:4]1[CH:5]=[C:6]([CH:10]=[CH:11][C:12]=1[N+:13]([O-:15])=[O:14])[C:7]([OH:9])=[O:8]. The yield is 0.870.